This data is from Full USPTO retrosynthesis dataset with 1.9M reactions from patents (1976-2016). The task is: Predict the reactants needed to synthesize the given product. (1) Given the product [CH:13]([C:2]1[CH:3]=[CH:4][CH:5]=[C:6]2[C:11]=1[CH:10]=[C:9]([OH:12])[CH:8]=[CH:7]2)=[CH2:14], predict the reactants needed to synthesize it. The reactants are: I[C:2]1[CH:3]=[CH:4][CH:5]=[C:6]2[C:11]=1[CH:10]=[C:9]([OH:12])[CH:8]=[CH:7]2.[CH2:13]([Sn](CCCC)(CCCC)C=C)[CH2:14]CC.O. (2) Given the product [ClH:24].[ClH:24].[CH3:1][N:2]([CH3:23])[C@H:3]([C:17]1[CH:22]=[CH:21][CH:20]=[CH:19][CH:18]=1)[C:4]([NH:6][C:7]1[CH:8]=[C:9]2[C:14](=[CH:15][CH:16]=1)[CH:13]=[N:12][CH:11]=[CH:10]2)=[O:5], predict the reactants needed to synthesize it. The reactants are: [CH3:1][N:2]([CH3:23])[C@H:3]([C:17]1[CH:22]=[CH:21][CH:20]=[CH:19][CH:18]=1)[C:4]([NH:6][C:7]1[CH:8]=[C:9]2[C:14](=[CH:15][CH:16]=1)[CH:13]=[N:12][CH:11]=[CH:10]2)=[O:5].[ClH:24]. (3) Given the product [C:1]([O:5][C:6](=[O:23])[NH:7][CH:8]([C:15]1[CH:20]=[CH:19][C:18]([Cl:21])=[C:17]([Cl:22])[CH:16]=1)[C:9]([C:27]1[CH:28]=[CH:29][CH:30]=[C:25]([Br:24])[CH:26]=1)=[O:14])([CH3:2])([CH3:3])[CH3:4], predict the reactants needed to synthesize it. The reactants are: [C:1]([O:5][C:6](=[O:23])[NH:7][CH:8]([C:15]1[CH:20]=[CH:19][C:18]([Cl:21])=[C:17]([Cl:22])[CH:16]=1)[C:9](=[O:14])N(OC)C)([CH3:4])([CH3:3])[CH3:2].[Br:24][C:25]1[CH:30]=[CH:29][CH:28]=[C:27](I)[CH:26]=1. (4) Given the product [O:18]=[C:17]1[C:16]2[C:11](=[CH:12][CH:13]=[CH:14][CH:15]=2)[C:10](=[O:19])[N:9]1[C:4]1[CH:3]=[C:2]([CH3:1])[C:7]([CH3:8])=[CH:6][N+:5]=1[O-:28], predict the reactants needed to synthesize it. The reactants are: [CH3:1][C:2]1[C:7]([CH3:8])=[CH:6][N:5]=[C:4]([N:9]2[C:17](=[O:18])[C:16]3[C:11](=[CH:12][CH:13]=[CH:14][CH:15]=3)[C:10]2=[O:19])[CH:3]=1.C1C=C(Cl)C=C(C(OO)=[O:28])C=1. (5) Given the product [F:11][C:9]1[CH:10]=[C:2]2[C:3]([C:4]([OH:5])=[N:12][C:13]([OH:14])=[N:1]2)=[CH:7][CH:8]=1, predict the reactants needed to synthesize it. The reactants are: [NH2:1][C:2]1[CH:10]=[C:9]([F:11])[CH:8]=[CH:7][C:3]=1[C:4](O)=[O:5].[NH2:12][C:13](N)=[O:14].